From a dataset of Forward reaction prediction with 1.9M reactions from USPTO patents (1976-2016). Predict the product of the given reaction. (1) Given the reactants [NH2:1][CH2:2][C:3]1[CH:8]=[CH:7][C:6]([C:9]2[C:10]3[CH:17]=[C:16]([C:18]4[CH:19]=[N:20][N:21]([CH2:23][CH2:24][N:25]([CH3:27])[CH3:26])[CH:22]=4)[NH:15][C:11]=3[N:12]=[CH:13][N:14]=2)=[CH:5][C:4]=1[F:28].[C:29]([C:33]1[CH:41]=[CH:40][C:36]([C:37](O)=[O:38])=[CH:35][CH:34]=1)([CH3:32])([CH3:31])[CH3:30].CN(C(ON1N=NC2C=CC=NC1=2)=[N+](C)C)C.F[P-](F)(F)(F)(F)F.CCN(C(C)C)C(C)C, predict the reaction product. The product is: [C:29]([C:33]1[CH:34]=[CH:35][C:36]([C:37]([NH:1][CH2:2][C:3]2[CH:8]=[CH:7][C:6]([C:9]3[C:10]4[CH:17]=[C:16]([C:18]5[CH:19]=[N:20][N:21]([CH2:23][CH2:24][N:25]([CH3:26])[CH3:27])[CH:22]=5)[NH:15][C:11]=4[N:12]=[CH:13][N:14]=3)=[CH:5][C:4]=2[F:28])=[O:38])=[CH:40][CH:41]=1)([CH3:32])([CH3:30])[CH3:31]. (2) The product is: [Cl:8][C:6]1[N:5]=[CH:4][N:3]=[C:2]([NH:19][C:18]2[CH:17]=[CH:16][C:15]([N:12]3[CH2:13][CH2:14][O:9][CH2:10][CH2:11]3)=[CH:21][CH:20]=2)[CH:7]=1. Given the reactants Cl[C:2]1[CH:7]=[C:6]([Cl:8])[N:5]=[CH:4][N:3]=1.[O:9]1[CH2:14][CH2:13][N:12]([C:15]2[CH:21]=[CH:20][C:18]([NH2:19])=[CH:17][CH:16]=2)[CH2:11][CH2:10]1, predict the reaction product. (3) Given the reactants [Cl:1][C:2]1[CH:26]=[CH:25][C:5]([CH2:6][CH:7]2[C:11]([CH2:13][N:14]3[CH:18]=[N:17][CH:16]=[N:15]3)([OH:12])[C:10]([CH2:20][O:21]COC)([CH3:19])[CH2:9][CH2:8]2)=[CH:4][CH:3]=1.Cl.CO, predict the reaction product. The product is: [Cl:1][C:2]1[CH:3]=[CH:4][C:5]([CH2:6][CH:7]2[C:11]([CH2:13][N:14]3[CH:18]=[N:17][CH:16]=[N:15]3)([OH:12])[C:10]([CH2:20][OH:21])([CH3:19])[CH2:9][CH2:8]2)=[CH:25][CH:26]=1.